From a dataset of Full USPTO retrosynthesis dataset with 1.9M reactions from patents (1976-2016). Predict the reactants needed to synthesize the given product. (1) The reactants are: CO.C[O-].[Na+].[O:6]1CCC[CH2:7]1.[Cl:11][C:12]1[N:13]=[N:14][C:15](Cl)=[CH:16][CH:17]=1. Given the product [CH3:7][O:6][C:15]1[N:14]=[N:13][C:12]([Cl:11])=[CH:17][CH:16]=1, predict the reactants needed to synthesize it. (2) Given the product [F:13][C:14]([F:18])([F:17])[CH2:15][NH:16][C:10]([C:6]1[CH:5]=[C:4]2[C:9](=[CH:8][CH:7]=1)[NH:1][CH:2]=[CH:3]2)=[O:12], predict the reactants needed to synthesize it. The reactants are: [NH:1]1[C:9]2[C:4](=[CH:5][C:6]([C:10]([OH:12])=O)=[CH:7][CH:8]=2)[CH:3]=[CH:2]1.[F:13][C:14]([F:18])([F:17])[CH2:15][NH2:16]. (3) Given the product [CH3:21][C:3]1[C:4]([C:5]([O:7][CH2:8][C:9]2[CH:14]=[CH:13][CH:12]=[CH:11][CH:10]=2)=[O:6])=[C:15]([C:16]([F:19])([F:18])[F:17])[NH:23][N:2]=1, predict the reactants needed to synthesize it. The reactants are: C[NH:2][C:3]([CH3:21])=[C:4]([C:15](=O)[C:16]([F:19])([F:18])[F:17])[C:5]([O:7][CH2:8][C:9]1[CH:14]=[CH:13][CH:12]=[CH:11][CH:10]=1)=[O:6].O.[NH2:23]N.O.C([O-])(O)=O.[Na+]. (4) Given the product [Cl:22][C:23]1[CH:24]=[C:25]([NH:26][C:13]2[C:12]3[C:11]4[CH2:10][CH2:9][NH:8][CH2:20][C:19]=4[S:18][C:17]=3[N:16]=[CH:15][N:14]=2)[CH:27]=[CH:28][C:29]=1[Cl:30], predict the reactants needed to synthesize it. The reactants are: C(OC([N:8]1[CH2:20][C:19]2[S:18][C:17]3[N:16]=[CH:15][N:14]=[C:13](Cl)[C:12]=3[C:11]=2[CH2:10][CH2:9]1)=O)(C)(C)C.[Cl:22][C:23]1[CH:24]=[C:25]([CH:27]=[CH:28][C:29]=1[Cl:30])[NH2:26].Cl. (5) Given the product [ClH:28].[CH3:1][C:2]1[N:3]=[CH:4][N:5]([C:7]2[CH:8]=[C:9]([NH:13][C:14]3[C:23]4[CH2:22][CH2:21][C:20]5[CH:24]=[CH:25][CH:26]=[CH:27][C:19]=5[C:18]=4[N:17]=[CH:16][N:15]=3)[CH:10]=[CH:11][CH:12]=2)[CH:6]=1, predict the reactants needed to synthesize it. The reactants are: [CH3:1][C:2]1[N:3]=[CH:4][N:5]([C:7]2[CH:8]=[C:9]([NH:13][C:14]3[C:23]4[CH2:22][CH2:21][C:20]5[CH:24]=[CH:25][CH:26]=[CH:27][C:19]=5[C:18]=4[N:17]=[CH:16][N:15]=3)[CH:10]=[CH:11][CH:12]=2)[CH:6]=1.[ClH:28].C(OCC)(=O)C.C(OC(C)C)(C)C. (6) Given the product [OH:16][CH2:15][CH2:14][NH:13][CH:2]1[CH2:5][N:4]([C:6]([O:8][C:9]([CH3:12])([CH3:11])[CH3:10])=[O:7])[CH2:3]1, predict the reactants needed to synthesize it. The reactants are: O=[C:2]1[CH2:5][N:4]([C:6]([O:8][C:9]([CH3:12])([CH3:11])[CH3:10])=[O:7])[CH2:3]1.[NH2:13][CH2:14][CH2:15][OH:16].CC(O)=O. (7) Given the product [Br:7][C:5]1[N:6]=[C:2]([C:8]([CH3:10])=[CH2:9])[S:3][CH:4]=1, predict the reactants needed to synthesize it. The reactants are: Br[C:2]1[S:3][CH:4]=[C:5]([Br:7])[N:6]=1.[C:8](B(O)O)([CH3:10])=[CH2:9].COCCOC.C([O-])([O-])=O.[Na+].[Na+]. (8) The reactants are: [I-:1].[NH2:2][C:3]1[CH:8]=[CH:7][C:6]([C:9]([F:12])([F:11])[F:10])=[CH:5][C:4]=1[N+:13]1[C:17]([CH3:18])=[CH:16][S:15][C:14]=1SC. Given the product [I-:1].[CH3:18][C:17]1[N:13]2[C:14](=[NH+:2][C:3]3[CH:8]=[CH:7][C:6]([C:9]([F:12])([F:11])[F:10])=[CH:5][C:4]=32)[S:15][CH:16]=1, predict the reactants needed to synthesize it.